This data is from Full USPTO retrosynthesis dataset with 1.9M reactions from patents (1976-2016). The task is: Predict the reactants needed to synthesize the given product. (1) Given the product [Br:39][CH2:18][C:5]1[C:4]([CH:1]2[CH2:3][CH2:2]2)=[CH:16][C:8]([C:9]([O:11][C:12]([CH3:15])([CH3:14])[CH3:13])=[O:10])=[C:7]([F:17])[CH:6]=1, predict the reactants needed to synthesize it. The reactants are: [CH:1]1([C:4]2[C:5]([CH2:18]O)=[CH:6][C:7]([F:17])=[C:8]([CH:16]=2)[C:9]([O:11][C:12]([CH3:15])([CH3:14])[CH3:13])=[O:10])[CH2:3][CH2:2]1.C1(P(C2C=CC=CC=2)C2C=CC=CC=2)C=CC=CC=1.[Br:39]C(Br)(Br)Br. (2) Given the product [CH2:1]([N:8]1[C:17]2[C:12](=[CH:13][C:14]([CH3:18])=[CH:15][CH:16]=2)[C:11]([N:23]2[CH2:28][CH2:27][NH:26][CH2:25][CH2:24]2)=[C:10]([C:20]#[N:21])[C:9]1=[O:22])[C:2]1[CH:7]=[CH:6][CH:5]=[CH:4][CH:3]=1, predict the reactants needed to synthesize it. The reactants are: [CH2:1]([N:8]1[C:17]2[C:12](=[CH:13][C:14]([CH3:18])=[CH:15][CH:16]=2)[C:11](Cl)=[C:10]([C:20]#[N:21])[C:9]1=[O:22])[C:2]1[CH:7]=[CH:6][CH:5]=[CH:4][CH:3]=1.[NH:23]1[CH2:28][CH2:27][NH:26][CH2:25][CH2:24]1.